This data is from Peptide-MHC class I binding affinity with 185,985 pairs from IEDB/IMGT. The task is: Regression. Given a peptide amino acid sequence and an MHC pseudo amino acid sequence, predict their binding affinity value. This is MHC class I binding data. (1) The peptide sequence is LTLAIYHPQQFVYAG. The MHC is HLA-B45:01 with pseudo-sequence HLA-B45:01. The binding affinity (normalized) is 0.134. (2) The MHC is HLA-A80:01 with pseudo-sequence HLA-A80:01. The peptide sequence is KSAFYQSYL. The binding affinity (normalized) is 0.0847. (3) The peptide sequence is ILLARLFLY. The MHC is HLA-A29:02 with pseudo-sequence HLA-A29:02. The binding affinity (normalized) is 0.872. (4) The peptide sequence is YRATYSMAL. The MHC is HLA-B83:01 with pseudo-sequence HLA-B83:01. The binding affinity (normalized) is 0.213. (5) The MHC is HLA-A02:06 with pseudo-sequence HLA-A02:06. The binding affinity (normalized) is 0.321. The peptide sequence is NIVTDLENRL. (6) The peptide sequence is ATLMKTSCSK. The binding affinity (normalized) is 0. The MHC is HLA-A33:01 with pseudo-sequence HLA-A33:01.